Task: Predict the reaction yield, written as a fraction of the theoretical maximum amount of product (1.0 means a 100% yield; for example, 0.34 means a 34% yield).. Dataset: Reaction yield outcomes from USPTO patents with 853,638 reactions (1) The reactants are [C:1](O[C:1](=[O:5])[CH:2]([CH3:4])[CH3:3])(=[O:5])[CH:2]([CH3:4])[CH3:3].[NH2:12][C:13]1[CH:18]=[CH:17][N:16]([C@H:19]2[C:23]([Cl:25])([Cl:24])[C@H:22]([OH:26])[C@@H:21]([CH2:27][OH:28])[O:20]2)[C:15](=[O:29])[N:14]=1. The catalyst is O1CCOCC1.O.CO.C1COCC1. The product is [Cl:24][C:23]1([Cl:25])[C@H:22]([OH:26])[C@@H:21]([CH2:27][OH:28])[O:20][C@H:19]1[N:16]1[CH:17]=[CH:18][C:13]([NH:12][C:1](=[O:5])[CH:2]([CH3:4])[CH3:3])=[N:14][C:15]1=[O:29]. The yield is 0.550. (2) The yield is 0.779. The product is [Cl:1][C:2]1[CH:3]=[C:4]([N:10]2[CH:22]([CH:23]3[CH2:27][CH2:26][CH2:25][CH2:24]3)[CH:21]3[C:12]([C:13]4[CH:14]=[CH:15][C:16]([C:28]([N:31]5[CH2:36][CH2:35][O:34][CH2:33][CH2:32]5)=[O:30])=[N:17][C:18]=4[CH2:19][CH2:20]3)=[N:11]2)[CH:5]=[CH:6][C:7]=1[C:8]#[N:9]. The reactants are [Cl:1][C:2]1[CH:3]=[C:4]([N:10]2[CH:22]([CH:23]3[CH2:27][CH2:26][CH2:25][CH2:24]3)[CH:21]3[C:12]([C:13]4[CH:14]=[CH:15][C:16]([C:28]([OH:30])=O)=[N:17][C:18]=4[CH2:19][CH2:20]3)=[N:11]2)[CH:5]=[CH:6][C:7]=1[C:8]#[N:9].[NH:31]1[CH2:36][CH2:35][O:34][CH2:33][CH2:32]1.CCN(C(C)C)C(C)C.CN(C(ON1N=NC2C=CC=NC1=2)=[N+](C)C)C.F[P-](F)(F)(F)(F)F. The catalyst is C(OCC)(=O)C.O.ClCCl.CN(C=O)C. (3) The reactants are Br[C:2]1[CH:3]=[C:4]2[C:8](=[CH:9][CH:10]=1)[NH:7][C:6](=[O:11])[C:5]2([CH3:13])[CH3:12].[CH3:14][O:15][C:16]1[CH:17]=[C:18](B(O)O)[CH:19]=[CH:20][CH:21]=1.C(=O)([O-])[O-].[K+].[K+].[Cl-].[NH4+]. The catalyst is C(COC)OC.O.C1C=CC([P]([Pd]([P](C2C=CC=CC=2)(C2C=CC=CC=2)C2C=CC=CC=2)([P](C2C=CC=CC=2)(C2C=CC=CC=2)C2C=CC=CC=2)[P](C2C=CC=CC=2)(C2C=CC=CC=2)C2C=CC=CC=2)(C2C=CC=CC=2)C2C=CC=CC=2)=CC=1.CCOC(C)=O. The product is [CH3:14][O:15][C:16]1[CH:21]=[C:20]([C:2]2[CH:3]=[C:4]3[C:8](=[CH:9][CH:10]=2)[NH:7][C:6](=[O:11])[C:5]3([CH3:13])[CH3:12])[CH:19]=[CH:18][CH:17]=1. The yield is 0.310. (4) The reactants are [Br:1][CH2:2][CH2:3][CH2:4][C@H:5]([N:10](OC(C)(C)C)C(C(OC(C)(C)C)=O)=O)[C:6]([O:8]C)=[O:7].[ClH:25]. No catalyst specified. The product is [ClH:25].[NH2:10][C@@H:5]([CH2:4][CH2:3][CH2:2][Br:1])[C:6]([OH:8])=[O:7]. The yield is 0.980. (5) The reactants are [OH:1][C:2]1[CH:3]=[C:4]2[C:8](=[C:9]([N:11]([CH3:21])[S:12]([C:15]3[CH:20]=[CH:19][CH:18]=[CH:17][N:16]=3)(=[O:14])=[O:13])[CH:10]=1)[NH:7][C:6]([C:22]1[S:23][CH:24]([CH2:27][N:28]3[CH2:33][CH2:32][S:31][CH2:30][CH2:29]3)[CH2:25][N:26]=1)=[CH:5]2.C(=O)([O-])[O-].[K+].[K+].Br[CH2:41][C:42]([O:44][CH2:45][CH3:46])=[O:43]. The catalyst is CN(C)C=O.C(OCC)(=O)C. The product is [CH3:21][N:11]([S:12]([C:15]1[CH:20]=[CH:19][CH:18]=[CH:17][N:16]=1)(=[O:14])=[O:13])[C:9]1[CH:10]=[C:2]([O:1][CH2:41][C:42]([O:44][CH2:45][CH3:46])=[O:43])[CH:3]=[C:4]2[C:8]=1[NH:7][C:6]([C:22]1[S:23][CH:24]([CH2:27][N:28]3[CH2:33][CH2:32][S:31][CH2:30][CH2:29]3)[CH2:25][N:26]=1)=[CH:5]2. The yield is 0.760.